This data is from Reaction yield outcomes from USPTO patents with 853,638 reactions. The task is: Predict the reaction yield, written as a fraction of the theoretical maximum amount of product (1.0 means a 100% yield; for example, 0.34 means a 34% yield). (1) The reactants are Cl[C:2]1[C:7]([CH2:8][CH3:9])=[C:6]([Cl:10])[N:5]=[CH:4][N:3]=1.[CH:11]([O:14][C:15]([N:17]1[CH2:22][CH2:21][CH:20]([OH:23])[CH2:19][CH2:18]1)=[O:16])([CH3:13])[CH3:12].CC(C)([O-])C.[K+]. The catalyst is C1COCC1. The product is [CH:11]([O:14][C:15]([N:17]1[CH2:18][CH2:19][CH:20]([O:23][C:2]2[C:7]([CH2:8][CH3:9])=[C:6]([Cl:10])[N:5]=[CH:4][N:3]=2)[CH2:21][CH2:22]1)=[O:16])([CH3:13])[CH3:12]. The yield is 0.398. (2) The reactants are CCN(C(C)C)C(C)C.CN(C(ON1N=NC2C=CC=NC1=2)=[N+](C)C)C.F[P-](F)(F)(F)(F)F.[Cl:34][C:35]1[CH:36]=[C:37]([CH:40]=[C:41]([O:43][C:44]2[C:49]([Cl:50])=[CH:48][CH:47]=[C:46]([CH2:51][NH:52][CH2:53][CH3:54])[C:45]=2[F:55])[CH:42]=1)[C:38]#[N:39].[NH:56]1[CH:60]=[C:59]([C:61]([OH:63])=O)[N:58]=[CH:57]1.C([O-])(O)=O.[Na+]. The catalyst is C(OCC)(=O)C.CN(C=O)C. The product is [Cl:50][C:49]1[CH:48]=[CH:47][C:46]([CH2:51][N:52]([CH2:53][CH3:54])[C:61]([C:59]2[N:58]=[CH:57][NH:56][CH:60]=2)=[O:63])=[C:45]([F:55])[C:44]=1[O:43][C:41]1[CH:40]=[C:37]([C:38]#[N:39])[CH:36]=[C:35]([Cl:34])[CH:42]=1. The yield is 0.360. (3) The reactants are Br[C:2]1[N:7]=[C:6]2[N:8]([C@H:12]([C:14]3[CH:19]=[CH:18][CH:17]=[CH:16][CH:15]=3)[CH3:13])[C:9]([OH:11])=[N:10][C:5]2=[N:4][CH:3]=1.[CH:20](/B(O)O)=[CH:21]/[CH3:22]. No catalyst specified. The product is [C:14]1([C@@H:12]([N:8]2[C:6]3=[N:7][C:2](/[CH:20]=[CH:21]\[CH3:22])=[CH:3][N:4]=[C:5]3[N:10]=[C:9]2[OH:11])[CH3:13])[CH:19]=[CH:18][CH:17]=[CH:16][CH:15]=1. The yield is 0.630. (4) The reactants are [CH2:1]([O:8][C:9]1[C:10]([CH2:20][CH:21]([C:23]2[O:24][C:25]([CH2:28][N:29]([CH3:31])[CH3:30])=[CH:26][CH:27]=2)[NH2:22])=[CH:11][C:12]([Cl:19])=[C:13]2[C:18]=1[N:17]=[CH:16][CH:15]=[CH:14]2)[C:2]1[CH:7]=[CH:6][CH:5]=[CH:4][CH:3]=1.C(N(CC)CC)C.[O:39]([CH2:46][C:47](Cl)=[O:48])[C:40]1[CH:45]=[CH:44][CH:43]=[CH:42][CH:41]=1. The catalyst is O1CCCC1. The product is [CH2:1]([O:8][C:9]1[C:10]([CH2:20][CH:21]([NH:22][C:47](=[O:48])[CH2:46][O:39][C:40]2[CH:45]=[CH:44][CH:43]=[CH:42][CH:41]=2)[C:23]2[O:24][C:25]([CH2:28][N:29]([CH3:30])[CH3:31])=[CH:26][CH:27]=2)=[CH:11][C:12]([Cl:19])=[C:13]2[C:18]=1[N:17]=[CH:16][CH:15]=[CH:14]2)[C:2]1[CH:7]=[CH:6][CH:5]=[CH:4][CH:3]=1. The yield is 0.260. (5) The reactants are [CH3:1][O:2][C:3]1[C:4](C=O)=[CH:5][C:6]2[CH2:7][CH:8]([C:17]3[CH:22]=[CH:21][C:20]([O:23][CH3:24])=[CH:19][CH:18]=3)[CH:9]3[CH:14]([C:15]=2[CH:16]=1)[CH2:13][CH2:12][CH2:11][CH2:10]3.[C:27]([C:32]1C=CC=C[C:33]=1P(=C)(C1C=CC=CC=1)C1C=CC=CC=1)([O:29][CH2:30][CH3:31])=[O:28].C(OCC)C. The catalyst is C1(C)C=CC=CC=1. The product is [CH2:30]([O:29][C:27](=[O:28])[CH:32]=[CH:33][C:4]1[C:3]([O:2][CH3:1])=[CH:16][C:15]2[CH:14]3[CH:9]([CH2:10][CH2:11][CH2:12][CH2:13]3)[CH:8]([C:17]3[CH:18]=[CH:19][C:20]([O:23][CH3:24])=[CH:21][CH:22]=3)[CH2:7][C:6]=2[CH:5]=1)[CH3:31]. The yield is 0.760. (6) The catalyst is [Pd].CO. The product is [NH2:11][C@H:12]([C:23]([NH2:25])=[O:24])[CH2:13][C:14]1[C:22]2[C:17](=[CH:18][CH:19]=[CH:20][CH:21]=2)[NH:16][CH:15]=1. The yield is 0.950. The reactants are C(OC([NH:11][C@H:12]([C:23]([NH2:25])=[O:24])[CH2:13][C:14]1[C:22]2[C:17](=[CH:18][CH:19]=[CH:20][CH:21]=2)[NH:16][CH:15]=1)=O)C1C=CC=CC=1.[H][H]. (7) The reactants are [Cl:1][C:2]1[CH:11]=[C:10](F)[CH:9]=[CH:8][C:3]=1[C:4]([O:6][CH3:7])=[O:5].C(=O)([O-])[O-].[Cs+].[Cs+].[CH2:19]([SH:26])[C:20]1[CH:25]=[CH:24][CH:23]=[CH:22][CH:21]=1.C(OCC)(=O)C. The catalyst is CS(C)=O. The product is [CH2:19]([S:26][C:10]1[CH:9]=[CH:8][C:3]([C:4]([O:6][CH3:7])=[O:5])=[C:2]([Cl:1])[CH:11]=1)[C:20]1[CH:25]=[CH:24][CH:23]=[CH:22][CH:21]=1. The yield is 0.950. (8) No catalyst specified. The product is [Br:1][C:2]1[CH:3]=[C:4]([C:8]2[O:9][C:10]([CH3:16])=[C:11]([CH2:13][C:14]([OH:24])=[O:22])[N:12]=2)[CH:5]=[CH:6][CH:7]=1. The yield is 0.600. The reactants are [Br:1][C:2]1[CH:3]=[C:4]([C:8]2[O:9][C:10]([CH3:16])=[C:11]([CH2:13][C:14]#N)[N:12]=2)[CH:5]=[CH:6][CH:7]=1.COCCO.[OH-:22].[K+].[OH2:24]. (9) The reactants are [NH2:1][C:2]1[CH:3]=[C:4]([O:16][CH3:17])[CH:5]=[C:6]2[C:10]=1[NH:9][C:8]([C:11]([O:13][CH2:14][CH3:15])=[O:12])=[CH:7]2.[N:18]1[CH:23]=[CH:22][CH:21]=[CH:20][C:19]=1[S:24](Cl)(=[O:26])=[O:25].N1C=CC=C[CH:29]=1. No catalyst specified. The product is [CH3:17][O:16][C:4]1[CH:5]=[C:6]2[C:10](=[C:2]([N:1]([CH3:29])[S:24]([C:19]3[CH:20]=[CH:21][CH:22]=[CH:23][N:18]=3)(=[O:26])=[O:25])[CH:3]=1)[NH:9][C:8]([C:11]([O:13][CH2:14][CH3:15])=[O:12])=[CH:7]2. The yield is 0.680. (10) The reactants are Br[CH2:2][CH:3]([CH3:5])[CH3:4].[NH:6]1[C:10]([C:11]2[CH:12]=[C:13]([C:17]3[CH:18]=[CH:19][C:20]4[O:24][C:23]([C:25]5[CH:30]=[CH:29][C:28]([F:31])=[CH:27][CH:26]=5)=[C:22]([C:32]([NH:34][CH3:35])=[O:33])[C:21]=4[CH:36]=3)[CH:14]=[CH:15][CH:16]=2)=[N:9][N:8]=[N:7]1.C([O-])([O-])=O.[Na+].[Na+]. The catalyst is CN(C=O)C. The product is [F:31][C:28]1[CH:29]=[CH:30][C:25]([C:23]2[O:24][C:20]3[CH:19]=[CH:18][C:17]([C:13]4[CH:14]=[CH:15][CH:16]=[C:11]([C:10]5[N:9]=[N:8][N:7]([CH2:2][CH:3]([CH3:5])[CH3:4])[N:6]=5)[CH:12]=4)=[CH:36][C:21]=3[C:22]=2[C:32]([NH:34][CH3:35])=[O:33])=[CH:26][CH:27]=1. The yield is 0.380.